From a dataset of NCI-60 drug combinations with 297,098 pairs across 59 cell lines. Regression. Given two drug SMILES strings and cell line genomic features, predict the synergy score measuring deviation from expected non-interaction effect. Drug 1: CNC(=O)C1=CC=CC=C1SC2=CC3=C(C=C2)C(=NN3)C=CC4=CC=CC=N4. Drug 2: C1CN(CCN1C(=O)CCBr)C(=O)CCBr. Cell line: A498. Synergy scores: CSS=10.5, Synergy_ZIP=-2.78, Synergy_Bliss=2.83, Synergy_Loewe=1.71, Synergy_HSA=3.80.